Dataset: Forward reaction prediction with 1.9M reactions from USPTO patents (1976-2016). Task: Predict the product of the given reaction. (1) Given the reactants [C:1](O)(=[O:5])[CH2:2]C#C.C(O)(=O)CCC#C.C(O)(=O)CCCC#C.C1(N=C=NC2CCCCC2)CCCCC1.[C@@H:37]1([N:75]2[C:84]3[N:83]=[CH:82][N:81]=[C:79]([NH2:80])[C:78]=3[N:77]=[CH:76]2)[O:74][C@H:46]([CH2:47][O:48][P:49]([O:52][P:53]([O:56][CH2:57][C:58]([C@H:61]([C:63]([NH:65][CH2:66][CH2:67][C:68]([NH:70][CH2:71][CH2:72][SH:73])=[O:69])=[O:64])[OH:62])([CH3:60])[CH3:59])([OH:55])=[O:54])([OH:51])=[O:50])[C@@H:40]([O:41][P:42]([OH:45])([OH:44])=[O:43])[C@H:38]1[OH:39].C(N(CC)CC)C.Cl, predict the reaction product. The product is: [C:1]([S:73][CH2:72][CH2:71][NH:70][C:68](=[O:69])[CH2:67][CH2:66][NH:65][C:63](=[O:64])[C@H:61]([OH:62])[C:58]([CH3:60])([CH3:59])[CH2:57][O:56][P:53]([OH:55])(=[O:54])[O:52][P:49]([OH:51])(=[O:50])[O:48][CH2:47][C@H:46]1[O:74][C@@H:37]([N:75]2[C:84]3[N:83]=[CH:82][N:81]=[C:79]([NH2:80])[C:78]=3[N:77]=[CH:76]2)[C@H:38]([OH:39])[C@@H:40]1[O:41][P:42]([OH:45])([OH:44])=[O:43])(=[O:5])[CH3:2]. (2) Given the reactants C(O[C:6]([N:8]1[CH2:12][C:11](=[N:13][O:14][CH3:15])[CH2:10][C@H:9]1[C:16]([OH:18])=O)=[O:7])(C)(C)C.[CH3:19][C:20]1[CH:25]=[CH:24][CH:23]=[CH:22][C:21]=1[C:26]1[CH:31]=[CH:30][C:29](C(O)=O)=[C:28]([CH3:35])[CH:27]=1.[NH2:36][CH2:37][CH2:38][C:39]1[CH:40]=[C:41]([OH:45])[CH:42]=[CH:43][CH:44]=1, predict the reaction product. The product is: [CH3:19][C:20]1[CH:25]=[CH:24][CH:23]=[CH:22][C:21]=1[C:26]1[CH:31]=[CH:30][C:29]([C:6]([N:8]2[CH2:12][C:11](=[N:13][O:14][CH3:15])[CH2:10][C@H:9]2[C:16]([NH:36][CH2:37][CH2:38][C:39]2[CH:44]=[CH:43][CH:42]=[C:41]([OH:45])[CH:40]=2)=[O:18])=[O:7])=[C:28]([CH3:35])[CH:27]=1. (3) Given the reactants C(=O)([O-])[O-].[K+].[K+].[N+](C1C=CC=CC=1S([O:19][C:20]1[CH:25]=[CH:24][C:23]([CH:26]2[O:31][CH2:30][CH2:29][N:28](S(C3C=CC=CC=3[N+]([O-])=O)(=O)=O)[CH2:27]2)=[CH:22][CH:21]=1)(=O)=O)([O-])=O.BrC1C=CC(S)=CC=1.Cl, predict the reaction product. The product is: [NH:28]1[CH2:29][CH2:30][O:31][CH:26]([C:23]2[CH:24]=[CH:25][C:20]([OH:19])=[CH:21][CH:22]=2)[CH2:27]1. (4) Given the reactants [F:1][C:2]([F:20])([C:14]1[CH:19]=[CH:18][CH:17]=[CH:16][CH:15]=1)[CH2:3][O:4][CH2:5][CH2:6][C:7]([F:13])([F:12])[CH2:8][CH2:9][CH:10]=C.FC(F)(CCOCCCCC1C=CC=CC=1)CCC=[O:26], predict the reaction product. The product is: [F:1][C:2]([F:20])([C:14]1[CH:19]=[CH:18][CH:17]=[CH:16][CH:15]=1)[CH2:3][O:4][CH2:5][CH2:6][C:7]([F:13])([F:12])[CH2:8][CH2:9][CH:10]=[O:26]. (5) Given the reactants [O:1]=[C:2]1[N:6]([C:7]2[CH:14]=[CH:13][C:10]([C:11]#[N:12])=[C:9]([C:15]([F:18])([F:17])[F:16])[CH:8]=2)[C@@H:5]2[CH2:19][CH2:20][CH2:21][CH2:22][C@H:4]2[NH:3]1.I[C:24]1[CH:31]=[CH:30][C:27]([C:28]#[N:29])=[C:26]([C:32]([F:35])([F:34])[F:33])[CH:25]=1, predict the reaction product. The product is: [O:1]=[C:2]1[N:3]([C:24]2[CH:31]=[CH:30][C:27]([C:28]#[N:29])=[C:26]([C:32]([F:33])([F:35])[F:34])[CH:25]=2)[C@@H:4]2[CH2:22][CH2:21][CH2:20][CH2:19][C@H:5]2[N:6]1[C:7]1[CH:14]=[CH:13][C:10]([C:11]#[N:12])=[C:9]([C:15]([F:18])([F:16])[F:17])[CH:8]=1. (6) Given the reactants [I:1][C:2]1[S:6][C:5]([N:7]2[CH2:12][CH2:11][N:10](C(OC(C)(C)C)=O)[CH2:9][CH2:8]2)=[N:4][CH:3]=1.FC(F)(F)C(O)=O.IC1N=NC(N2CCN(C(C3C=CC=CC=3C(F)(F)F)=O)CC2)=CC=1, predict the reaction product. The product is: [I:1][C:2]1[S:6][C:5]([N:7]2[CH2:8][CH2:9][NH:10][CH2:11][CH2:12]2)=[N:4][CH:3]=1. (7) Given the reactants [CH2:1]([O:3][C:4](=[O:12])[CH2:5][C:6]1[CH:11]=[CH:10][CH:9]=[CH:8][CH:7]=1)[CH3:2].[Cl:13][S:14](O)(=[O:16])=[O:15], predict the reaction product. The product is: [CH2:1]([O:3][C:4](=[O:12])[CH2:5][C:6]1[CH:11]=[CH:10][C:9]([S:14]([Cl:13])(=[O:16])=[O:15])=[CH:8][CH:7]=1)[CH3:2]. (8) Given the reactants C[O:2][C:3]([C:5]([CH3:28])([CH3:27])[CH2:6][C:7]1[CH:12]=[C:11]([CH3:13])[C:10]([C:14]2[NH:15][C:16]3[CH:22]=[C:21]([C:23]([OH:25])=O)[CH:20]=[CH:19][C:17]=3[N:18]=2)=[C:9]([CH3:26])[CH:8]=1)=[O:4].[NH2:29]C1C=C(C(O)=O)C=CC=1N.COC(=O)C(C)(C)[CH2:44][C:45]1[CH:50]=[C:49](C)[C:48](C=O)=[C:47](C)[CH:46]=1.OOS([O-])=O.[K+].C[N:65]([CH:67]=O)C, predict the reaction product. The product is: [CH3:13][C:11]1[CH:12]=[C:7]([CH2:6][C:5]([CH3:27])([CH3:28])[C:3]([OH:2])=[O:4])[CH:8]=[C:9]([CH3:26])[C:10]=1[C:14]1[NH:15][C:16]2[CH:22]=[C:21]([C:23]3[O:25][C:67]([C:46]4[CH:47]=[CH:48][CH:49]=[CH:50][C:45]=4[CH3:44])=[N:65][N:29]=3)[CH:20]=[CH:19][C:17]=2[N:18]=1.